Dataset: Reaction yield outcomes from USPTO patents with 853,638 reactions. Task: Predict the reaction yield, written as a fraction of the theoretical maximum amount of product (1.0 means a 100% yield; for example, 0.34 means a 34% yield). (1) The reactants are [CH:1]1([S:4]([C:7]2[CH:12]=[CH:11][C:10]([CH:13]([C:21]3[NH:25][C:24]([C:26]4[N:31]=[CH:30][C:29]([CH:32]=O)=[CH:28][CH:27]=4)=[CH:23][CH:22]=3)[CH2:14][CH:15]3[CH2:20][CH2:19][O:18][CH2:17][CH2:16]3)=[CH:9][CH:8]=2)(=[O:6])=[O:5])[CH2:3][CH2:2]1.[C:34]([N:37]1[CH2:42][CH2:41][NH:40][C@@H:39]([CH3:43])[CH2:38]1)(=[O:36])[CH3:35].C(O[BH-](OC(=O)C)OC(=O)C)(=O)C.[Na+]. The catalyst is ClCCCl.C(OCC)(=O)C. The product is [C:34]([N:37]1[CH2:42][CH2:41][N:40]([CH2:32][C:29]2[CH:30]=[N:31][C:26]([C:24]3[NH:25][C:21]([CH:13]([C:10]4[CH:9]=[CH:8][C:7]([S:4]([CH:1]5[CH2:3][CH2:2]5)(=[O:6])=[O:5])=[CH:12][CH:11]=4)[CH2:14][CH:15]4[CH2:16][CH2:17][O:18][CH2:19][CH2:20]4)=[CH:22][CH:23]=3)=[CH:27][CH:28]=2)[C@@H:39]([CH3:43])[CH2:38]1)(=[O:36])[CH3:35]. The yield is 0.720. (2) The reactants are CS(O[CH:6]1[CH2:10][CH2:9][N:8]([C:11]2[CH:16]=[CH:15][C:14]([N+:17]([O-:19])=[O:18])=[CH:13][CH:12]=2)[CH2:7]1)(=O)=O.[NH:20]1[CH:24]=[CH:23][N:22]=[CH:21]1. No catalyst specified. The product is [N+:17]([C:14]1[CH:15]=[CH:16][C:11]([N:8]2[CH2:9][CH2:10][CH:6]([N:20]3[CH:24]=[CH:23][N:22]=[CH:21]3)[CH2:7]2)=[CH:12][CH:13]=1)([O-:19])=[O:18]. The yield is 0.732. (3) The reactants are [CH3:1][C:2]1[C:10]([NH:11][C:12](=[O:18])[CH2:13][C:14]([CH3:17])([CH3:16])[CH3:15])=[C:9]([CH3:19])[CH:8]=[C:7]2[C:3]=1[CH2:4][CH2:5][C:6]2=O.[F:21][C:22]1[CH:28]=[CH:27][C:25]([NH2:26])=[CH:24][CH:23]=1.[B][B][B][B][B][B][B][B][B][B]. The catalyst is CO. The product is [F:21][C:22]1[CH:28]=[CH:27][C:25]([NH:26][CH:6]2[C:7]3[C:3](=[C:2]([CH3:1])[C:10]([NH:11][C:12](=[O:18])[CH2:13][C:14]([CH3:17])([CH3:16])[CH3:15])=[C:9]([CH3:19])[CH:8]=3)[CH2:4][CH2:5]2)=[CH:24][CH:23]=1. The yield is 0.860.